This data is from Reaction yield outcomes from USPTO patents with 853,638 reactions. The task is: Predict the reaction yield, written as a fraction of the theoretical maximum amount of product (1.0 means a 100% yield; for example, 0.34 means a 34% yield). (1) The reactants are CS(C)=O.C(Cl)(=O)C(Cl)=O.[CH3:11][C:12]1[N:16]([C:17]2[CH:22]=[CH:21][CH:20]=[CH:19][N:18]=2)[N:15]=[CH:14][C:13]=1[CH2:23][OH:24].C(N(CC)CC)C. The catalyst is C(Cl)Cl.C(=O)(O)[O-].[Na+]. The product is [CH3:11][C:12]1[N:16]([C:17]2[CH:22]=[CH:21][CH:20]=[CH:19][N:18]=2)[N:15]=[CH:14][C:13]=1[CH:23]=[O:24]. The yield is 1.00. (2) The reactants are [CH3:1][O:2][C:3]1[CH:4]=[C:5]2[C:10](=[CH:11][C:12]=1[O:13][CH3:14])[N:9]=[CH:8][CH:7]=[C:6]2[O:15][C:16]1[CH:22]=[CH:21][C:19]([NH2:20])=[C:18]([CH3:23])[C:17]=1[CH3:24].ClC(Cl)(O[C:29](=[O:35])[O:30][C:31](Cl)(Cl)Cl)Cl.[Cl:37][C:38]1[CH:39]=[C:40](CO)[CH:41]=[CH:42][CH:43]=1.C(=O)(O)[O-].[Na+]. The catalyst is C(Cl)Cl.C(N(CC)CC)C.C1(C)C=CC=CC=1. The product is [CH3:1][O:2][C:3]1[CH:4]=[C:5]2[C:10](=[CH:11][C:12]=1[O:13][CH3:14])[N:9]=[CH:8][CH:7]=[C:6]2[O:15][C:16]1[CH:22]=[CH:21][C:19]([NH:20][C:29](=[O:35])[O:30][CH2:31][C:42]2[CH:41]=[CH:40][CH:39]=[C:38]([Cl:37])[CH:43]=2)=[C:18]([CH3:23])[C:17]=1[CH3:24]. The yield is 0.900. (3) The reactants are N[C@H:2]([C:7]1[CH:12]=[CH:11][CH:10]=[CH:9][CH:8]=1)[C:3]([O:5][CH3:6])=[O:4].[BrH:13].N([O-])=O.[Na+]. The catalyst is O. The product is [Br:13][C@@H:2]([C:7]1[CH:12]=[CH:11][CH:10]=[CH:9][CH:8]=1)[C:3]([O:5][CH3:6])=[O:4]. The yield is 0.400. (4) The reactants are [F:1][C:2]1[CH:19]=[CH:18][CH:17]=[CH:16][C:3]=1[CH2:4][NH:5][C:6]1[O:7][CH2:8][C:9](=[O:15])[C:10]=1[C:11]([O:13][CH3:14])=[O:12].C(OC)(=O)CC(OC)=O.ClCC(Cl)=O.FC1C=CC=CC=1CN.[NH:43]1[C:51]2[C:46](=[CH:47][CH:48]=[CH:49][N:50]=2)[C:45]([CH:52]=O)=[CH:44]1.N1CCC[C@H]1C(O)=O. The catalyst is C(O)C. The product is [NH:43]1[C:51]2=[N:50][CH:49]=[CH:48][CH:47]=[C:46]2[C:45]([CH:52]=[C:8]2[O:7][C:6]([NH:5][CH2:4][C:3]3[CH:16]=[CH:17][CH:18]=[CH:19][C:2]=3[F:1])=[C:10]([C:11]([O:13][CH3:14])=[O:12])[C:9]2=[O:15])=[CH:44]1. The yield is 0.240.